From a dataset of Full USPTO retrosynthesis dataset with 1.9M reactions from patents (1976-2016). Predict the reactants needed to synthesize the given product. (1) Given the product [Br:5][CH2:6][CH2:7][CH2:8][C:9]([CH3:21])([C:15]1[CH:20]=[CH:19][CH:18]=[CH:17][CH:16]=1)[CH2:10][OH:11], predict the reactants needed to synthesize it. The reactants are: [Li+].[BH4-].CO.[Br:5][CH2:6][CH2:7][CH2:8][C:9]([CH3:21])([C:15]1[CH:20]=[CH:19][CH:18]=[CH:17][CH:16]=1)[C:10](OCC)=[O:11].Cl. (2) Given the product [CH3:9][O:10][C:11](=[O:41])[CH2:12][O:13][C:14]1[CH:19]=[CH:18][C:17]([O:20][CH2:21][C:22]#[C:23][C:24]2[CH:25]=[C:26]([C:8]#[C:7][C:1]3[CH:6]=[CH:5][CH:4]=[CH:3][CH:2]=3)[CH:27]=[C:28]([C:30]#[C:31][CH2:32][N:33]3[CH2:38][CH2:37][O:36][CH2:35][CH2:34]3)[CH:29]=2)=[CH:16][C:15]=1[CH3:40], predict the reactants needed to synthesize it. The reactants are: [C:1]1([C:7]#[CH:8])[CH:6]=[CH:5][CH:4]=[CH:3][CH:2]=1.[CH3:9][O:10][C:11](=[O:41])[CH2:12][O:13][C:14]1[CH:19]=[CH:18][C:17]([O:20][CH2:21][C:22]#[C:23][C:24]2[CH:29]=[C:28]([C:30]#[C:31][CH2:32][N:33]3[CH2:38][CH2:37][O:36][CH2:35][CH2:34]3)[CH:27]=[C:26](Br)[CH:25]=2)=[CH:16][C:15]=1[CH3:40]. (3) Given the product [B-:13]1([F:26])([F:25])[N+:21]2=[CH:22][CH:23]=[CH:24][C:20]2=[CH:19][C:18]2[N:14]1[CH:15]=[CH:16][CH:17]=2.[O:1]=[CH:2][C@@H:3]([C@H:5]([C@@H:7]([C@@H:9]([CH2:11][OH:12])[OH:10])[OH:8])[OH:6])[OH:4], predict the reactants needed to synthesize it. The reactants are: [O:1]=[CH:2][C@@H:3]([C@H:5]([C@@H:7]([C@@H:9]([CH2:11][OH:12])[OH:10])[OH:8])[OH:6])[OH:4].[B-:13]1([F:26])([F:25])[N+:21]2=[CH:22][CH:23]=[CH:24][C:20]2=[CH:19][C:18]2[N:14]1[CH:15]=[CH:16][CH:17]=2. (4) Given the product [Br:26][C:27]1[CH:32]=[CH:31][CH:30]=[CH:29][C:28]=1[O:33][CH2:2][C:3]1[N:10]([CH2:11][C:12]2[CH:17]=[CH:16][C:15]([O:18][CH3:19])=[CH:14][C:13]=2[O:20][CH3:21])[C:8](=[O:9])[C:7]2[CH:22]=[CH:23][N:24]=[CH:25][C:6]=2[N:5]=1, predict the reactants needed to synthesize it. The reactants are: Cl[CH2:2][C:3]([NH:5][C:6]1[CH:25]=[N:24][CH:23]=[CH:22][C:7]=1[C:8]([NH:10][CH2:11][C:12]1[CH:17]=[CH:16][C:15]([O:18][CH3:19])=[CH:14][C:13]=1[O:20][CH3:21])=[O:9])=O.[Br:26][C:27]1[CH:32]=[CH:31][CH:30]=[CH:29][C:28]=1[OH:33].C(=O)([O-])[O-].[Cs+].[Cs+].